The task is: Binary Classification. Given a miRNA mature sequence and a target amino acid sequence, predict their likelihood of interaction.. This data is from Experimentally validated miRNA-target interactions with 360,000+ pairs, plus equal number of negative samples. (1) The miRNA is hsa-miR-924 with sequence AGAGUCUUGUGAUGUCUUGC. The protein sequence of the target gene is MSAYPKSYNPFDDDGEDEGARPAPWRDARDLPDGPDAPADRQQYLRQEVLRRAEATAASTSRSLALMYESEKVGVASSEELARQRGVLERTEKMVDKMDQDLKISQKHINSIKSVFGGLVNYFKSKPVETPPEQNGTLTSQPNNRLKEAISTSKEQEAKYQASHPNLRKLDDTDPVPRGAGSAMSTDAYPKNPHLRAYHQKIDSNLDELSMGLGRLKDIALGMQTEIEEQDDILDRLTTKVDKLDVNIKSTERKVRQL. Result: 1 (interaction). (2) The miRNA is hsa-miR-4768-3p with sequence CCAGGAGAUCCAGAGAGAAU. The protein sequence of the target gene is MNNLSFSELCCLFCCPPCPGKIASKLAFLPPDPTYTLMCDESGSRWTLHLSERADWQYSSREKDAIECFMTRTSKGNRIACMFVRCSPNAKYTLLFSHGNAVDLGQMSSFYIGLGSRINCNIFSYDYSGYGASSGKPTEKNLYADIEAAWLALRTRYGIRPENVIIYGQSIGTVPSVDLAARYESAAVILHSPLTSGMRVAFPDTKKTYCFDAFPNIDKISKITSPVLIIHGTEDEVIDFSHGLALFERCQRPVEPLWVEGAGHNDVELYGQYLERLKQFVSQELVNL. Result: 1 (interaction). (3) Result: 0 (no interaction). The miRNA is hsa-miR-654-5p with sequence UGGUGGGCCGCAGAACAUGUGC. The protein sequence of the target gene is MRPVALLLLPSLLALLAHGLSLEAPTVGKGQAPGIEETDGELTAAPTPEQPERGVHFVTTAPTLKLLNHHPLLEEFLQEGLEKGDEELRPALPFQPDPPAPFTPSPLPRLANQDSRPVFTSPTPAMAAVPTQPQSKEGPWSPESESPMLRITAPLPPGPSMAVPTLGPGEIASTTPPSRAWTPTQEGPGDMGRPWVAEVVSQGAGIGIQGTITSSTASGDDEETTTTTTIITTTITTVQTPGPCSWNFSGPEGSLDSPTDLSSPTDVGLDCFFYISVYPGYGVEIKVQNISLREGETVTV.... (4) The miRNA is mmu-miR-195a-5p with sequence UAGCAGCACAGAAAUAUUGGC. The protein sequence of the target gene is MAAPKTSIPSLAECQCGICMEILLEPVTLPCNHTLCNPCFQSTVEKANLCCPFCRRRVSSWTRYHTRRNSLVNTDLWEIIQKHYAKECKLRISGQESKEIIDECQPVRRLSEPGELRREYEEEISRVEAERQASKEEENKASEEYIQRLLAEEEEEEKRQREKRRSEMEEQLRGDEELARSLSTSINSNYERNTLASPLSSRKSDPVTNKSQKKNTSKQKTFGDIQKYLSPKLKPGTALACKAELEEDICKSKETDRSDTKSPVLQDTEIEKNIPTLSPQTCLETQEQGSESSAGIPGPQ.... Result: 1 (interaction). (5) The miRNA is hsa-miR-20a-5p with sequence UAAAGUGCUUAUAGUGCAGGUAG. The protein sequence of the target gene is MLFTVSCSKMSSIVDRDDSSIFDGLVEEDDKDKAKRVSRNKSEKKRRDQFNVLIKELGSMLPGNARKMDKSTVLQKSIDFLRKHKEITAQSDASEIRQDWKPTFLSNEEFTQLMLEALDGFFLAIMTDGSIIYVSESVTSLLEHLPSDLVDQSIFNFIPEGEHSEVYKILSTHLLESDSLTPEYLKSKNQLEFCCHMLRGTIDPKEPSTYEYVKFIGNFKSLNSVSSSAHNGFEGTIQRTHRPSYEDRVCFVATVRLATPQFIKEMCTVEEPNEEFTSRHSLEWKFLFLDHRAPPIIGYL.... Result: 1 (interaction). (6) The miRNA is hsa-miR-6073 with sequence GGUAGUGAGUUAUCAGCUAC. The protein sequence of the target gene is MGPAARPALRSPPPPPPPPPSPLLLLLPLLPLWLGLAGPGAAADGSEPAAGAGRGGARAVRVDVRLPRQDALVLEGVRIGSEADPAPLLGGRLLLMDIVDAEQEAPVEGWIAVAYVGKEQAAQFHQENKGSGPQAYPKALVQQMRRALFLGASALLLLILNHNVVRELDISQLLLRPVIVLHYSSNVTKLLDALLQRTQATAEITSGESLSANIEWKLTLWTTCGLSKDGYGGWQDLVCLGGSRAQEQKPLQQLWNAILLVAMLLCTGLVVQAQRQASRQSQRELGGQVDLFKRRVVRRL.... Result: 0 (no interaction). (7) The miRNA is hsa-miR-6127 with sequence UGAGGGAGUGGGUGGGAGG. The protein sequence of the target gene is MAGVLKKTTGLVGLAVCNTPHERLRILYTKILDVLEEIPKNAAYRKYTEQITNEKLAMVKAEPDVKKLEDQLQGGQLEEVILQAEHELNLARKMREWKLWEPLVEEPPADQWKWPI. Result: 1 (interaction). (8) Result: 0 (no interaction). The protein sequence of the target gene is MEHFLLEVAAAPLRLIAAKNEKSRSELGRFLAKQVWTPQDRQCVLSTLAQLLLDKDCTVLVGRQLRPLLLDLLERNAEAIKAGGQINHDLHERLCVSMSKLIGNHPDVLPFALRYFKDTSPVFQRLFLESSDANPVRYGRRRMKLRDLMEAAFKFLQQEQSVFRELWDWSVCVPLLRSHDTLVRWYTANCLALVTCMNEEHKLSFLKKIFNSDELIHFRLRLLEEAQLQDLEKALVLANPEVSLWRKQKELQYLQGHLVSSDLSPRVTAVCGVVLPGQLPAPGELGGNRSSSREQELALR.... The miRNA is cel-miR-124-3p with sequence UAAGGCACGCGGUGAAUGCCA.